This data is from Forward reaction prediction with 1.9M reactions from USPTO patents (1976-2016). The task is: Predict the product of the given reaction. (1) Given the reactants [CH2:1]([N:8]1[CH:13]=[CH:12][CH:11]=[C:10]([C:14]([NH:16][C@@H:17]([CH2:25][CH2:26][CH2:27][NH:28][S:29]([C:32]2[CH:37]=[CH:36][C:35]([CH3:38])=[CH:34][CH:33]=2)(=[O:31])=[O:30])[C:18]([O:20]C(C)(C)C)=[O:19])=[O:15])[C:9]1=[O:39])[C:2]1[CH:7]=[CH:6][CH:5]=[CH:4][CH:3]=1.C(O)(C(F)(F)F)=O, predict the reaction product. The product is: [CH2:1]([N:8]1[CH:13]=[CH:12][CH:11]=[C:10]([C:14]([NH:16][C@@H:17]([CH2:25][CH2:26][CH2:27][NH:28][S:29]([C:32]2[CH:37]=[CH:36][C:35]([CH3:38])=[CH:34][CH:33]=2)(=[O:31])=[O:30])[C:18]([OH:20])=[O:19])=[O:15])[C:9]1=[O:39])[C:2]1[CH:3]=[CH:4][CH:5]=[CH:6][CH:7]=1. (2) Given the reactants [C:1]([N:5]([CH3:32])[C:6]([C:8]1[N:9]=[C:10]([C:27]2[S:28][CH:29]=[CH:30][CH:31]=2)[N:11]2[C:20]3[C:15](=[CH:16][C:17]([O:25][CH3:26])=[C:18]([C:21]([NH:23][NH2:24])=[O:22])[CH:19]=3)[CH2:14][CH2:13][C:12]=12)=[O:7])([CH3:4])([CH3:3])[CH3:2].N1([C:38](N2C=CN=C2)=[O:39])C=CN=C1, predict the reaction product. The product is: [C:1]([N:5]([CH3:32])[C:6]([C:8]1[N:9]=[C:10]([C:27]2[S:28][CH:29]=[CH:30][CH:31]=2)[N:11]2[C:20]3[C:15](=[CH:16][C:17]([O:25][CH3:26])=[C:18]([C:21]4[O:22][C:38](=[O:39])[NH:24][N:23]=4)[CH:19]=3)[CH2:14][CH2:13][C:12]=12)=[O:7])([CH3:3])([CH3:4])[CH3:2]. (3) Given the reactants [H-].[Na+].[Cl:3][C:4]1[N:9]=[CH:8][C:7]([OH:10])=[CH:6][C:5]=1[F:11].[CH2:12](Br)[C:13]1[CH:18]=[CH:17][CH:16]=[CH:15][CH:14]=1.O, predict the reaction product. The product is: [CH2:12]([O:10][C:7]1[CH:6]=[C:5]([F:11])[C:4]([Cl:3])=[N:9][CH:8]=1)[C:13]1[CH:18]=[CH:17][CH:16]=[CH:15][CH:14]=1. (4) Given the reactants C(OC(=O)[NH:7][C@:8]([CH2:26][O:27][P:28]([O:35]C(C)(C)C)([O:30]C(C)(C)C)=[O:29])([CH3:25])[CH2:9][CH2:10][C:11]1[CH:16]=[C:15]([Cl:17])[C:14]([O:18][CH2:19][CH2:20][CH2:21][CH2:22][CH3:23])=[C:13]([Cl:24])[CH:12]=1)(C)(C)C, predict the reaction product. The product is: [NH2:7][C@:8]([CH3:25])([CH2:9][CH2:10][C:11]1[CH:16]=[C:15]([Cl:17])[C:14]([O:18][CH2:19][CH2:20][CH2:21][CH2:22][CH3:23])=[C:13]([Cl:24])[CH:12]=1)[CH2:26][O:27][P:28](=[O:29])([OH:35])[OH:30]. (5) Given the reactants [Si]([O:8][CH2:9][CH2:10][O:11][C:12]1[N:17]=[C:16]([CH3:18])[C:15]([C:19]2[C:20]([CH3:43])=[C:21]([CH:40]=[CH:41][CH:42]=2)[CH2:22][O:23][C:24]2[CH:25]=[C:26]3[C:30](=[CH:31][CH:32]=2)[CH:29]([CH2:33][C:34]([O:36][CH3:37])=[O:35])[C:28]2([CH2:39][CH2:38]2)[CH2:27]3)=[C:14]([CH3:44])[N:13]=1)(C(C)(C)C)(C)C.[F-].C([N+](CCCC)(CCCC)CCCC)CCC.C(O)(=O)CC(CC(O)=O)(C(O)=O)O.O, predict the reaction product. The product is: [OH:8][CH2:9][CH2:10][O:11][C:12]1[N:17]=[C:16]([CH3:18])[C:15]([C:19]2[C:20]([CH3:43])=[C:21]([CH:40]=[CH:41][CH:42]=2)[CH2:22][O:23][C:24]2[CH:25]=[C:26]3[C:30](=[CH:31][CH:32]=2)[CH:29]([CH2:33][C:34]([O:36][CH3:37])=[O:35])[C:28]2([CH2:39][CH2:38]2)[CH2:27]3)=[C:14]([CH3:44])[N:13]=1. (6) Given the reactants [CH3:1][C:2]1[O:3][C:4]([C:8]([OH:10])=O)=[C:5]([CH3:7])[N:6]=1.CCN(C(C)C)C(C)C.[CH3:20][O:21][C:22]1[N:27]=[CH:26][C:25]([N:28]2[CH2:43][CH2:42][C:31]3[N:32]=[CH:33][N:34]=[C:35]([O:36][C@H:37]4[CH2:41][CH2:40][NH:39][CH2:38]4)[C:30]=3[CH2:29]2)=[CH:24][C:23]=1[CH3:44], predict the reaction product. The product is: [CH3:1][C:2]1[O:3][C:4]([C:8]([N:39]2[CH2:40][CH2:41][C@H:37]([O:36][C:35]3[C:30]4[CH2:29][N:28]([C:25]5[CH:26]=[N:27][C:22]([O:21][CH3:20])=[C:23]([CH3:44])[CH:24]=5)[CH2:43][CH2:42][C:31]=4[N:32]=[CH:33][N:34]=3)[CH2:38]2)=[O:10])=[C:5]([CH3:7])[N:6]=1. (7) Given the reactants [F:1][C:2]([F:15])([F:14])[O:3][C:4]1[CH:13]=[CH:12][C:7]([C:8]([O:10][CH3:11])=O)=[CH:6][CH:5]=1.FC([Si:20]([CH3:23])([CH3:22])[CH3:21])(F)F, predict the reaction product. The product is: [F:1][C:2]([F:15])([F:14])[C:8]([Si:20]([CH3:23])([CH3:22])[CH3:21])([O:10][CH3:11])[C:7]1[CH:12]=[CH:13][C:4]([O:3][C:2]([F:15])([F:14])[F:1])=[CH:5][CH:6]=1. (8) The product is: [Cl:17][C:4]1[CH:5]=[C:6]([C:13]([O:15][CH3:16])=[O:14])[C:7]2[O:12][CH2:11][CH2:10][O:9][C:8]=2[C:3]=1[O:2][CH3:1]. Given the reactants [CH3:1][O:2][C:3]1[C:8]2[O:9][CH2:10][CH2:11][O:12][C:7]=2[C:6]([C:13]([O:15][CH3:16])=[O:14])=[CH:5][CH:4]=1.[Cl:17]N1C(=O)CCC1=O, predict the reaction product. (9) Given the reactants NC1C=C[C:9]([Br:12])=[CH:8][C:3]=1C(OC)=O.N([O-])=O.[Na+].[S:17](=[O:19])=[O:18].[NH3:20].[CH2:21]1[CH2:25][O:24][CH2:23][CH2:22]1, predict the reaction product. The product is: [Br:12][C:9]1[CH:23]=[CH:22][C:21]2[C:25](=[O:24])[NH:20][S:17](=[O:19])(=[O:18])[C:3]=2[CH:8]=1. (10) Given the reactants [C:1](Cl)(=[O:9])[CH2:2][CH2:3][CH2:4][CH2:5]C(Cl)=O.[CH2:11]([OH:17])[C:12]1[O:16][CH:15]=[CH:14][CH:13]=1.N(CCO)(CCO)CCO.[C:28]([O-:37])(=O)[CH2:29][CH2:30][CH2:31][CH2:32][C:33]([O-:35])=[O:34].C1(=O)N(C(N2C(=O)C=CC2=O)(C2C=CC=CC=2)C2C=CC=CC=2)C(=O)C=C1, predict the reaction product. The product is: [C:33]([O:35][CH2:5][C:4]1[O:9][CH:1]=[CH:2][CH:3]=1)(=[O:34])[CH2:32][CH2:31][CH2:30][CH2:29][C:28]([O:17][CH2:11][C:12]1[O:16][CH:15]=[CH:14][CH:13]=1)=[O:37].